From a dataset of Retrosynthesis with 50K atom-mapped reactions and 10 reaction types from USPTO. Predict the reactants needed to synthesize the given product. (1) The reactants are: CCOC(=O)c1cc2ccc(B3OC(C)(C)C(C)(C)O3)cc2[nH]1.Cc1ccc(Cn2c(-c3cccc(Br)n3)cc(C(F)(F)F)c(C#N)c2=O)c(C)c1. Given the product CCOC(=O)c1cc2ccc(-c3cccc(-c4cc(C(F)(F)F)c(C#N)c(=O)n4Cc4ccc(C)cc4C)n3)cc2[nH]1, predict the reactants needed to synthesize it. (2) Given the product O=C(Nc1ccc(OC(F)(F)Cl)cc1)c1cnc(N2C[C@@H](O)[C@H](O)C2)c(I)c1, predict the reactants needed to synthesize it. The reactants are: O=C(Nc1ccc(OC(F)(F)Cl)cc1)c1cnc(Cl)c(I)c1.O[C@@H]1CNC[C@H]1O. (3) Given the product O=C1Cc2ccccc2CN1, predict the reactants needed to synthesize it. The reactants are: C=O.NC(=O)Cc1ccccc1. (4) Given the product O=C1N(c2ccnc(Cl)c2)CCN1c1cnccc1C1CC1, predict the reactants needed to synthesize it. The reactants are: Clc1cc(I)ccn1.O=C1NCCN1c1cnccc1C1CC1. (5) Given the product Cc1c(C)c(S(=O)(=O)NC(=N)NCCC[C@H](NC(=O)c2ccn(Cc3ccccc3)c(=O)c2)C(=O)OC(C)(C)C)c(C)c2c1OC(C)(C)CC2, predict the reactants needed to synthesize it. The reactants are: Cc1c(C)c(S(=O)(=O)NC(=N)NCCC[C@H](N)C(=O)OC(C)(C)C)c(C)c2c1OC(C)(C)CC2.O=C(O)c1ccn(Cc2ccccc2)c(=O)c1.